From a dataset of Reaction yield outcomes from USPTO patents with 853,638 reactions. Predict the reaction yield, written as a fraction of the theoretical maximum amount of product (1.0 means a 100% yield; for example, 0.34 means a 34% yield). The reactants are [CH:1]1([C:6]#[CH:7])[CH2:5][CH2:4][CH2:3][CH2:2]1.O1CCCC1.C([Li])CCC.CCCCCC.Cl[C:25]([O:27][CH3:28])=[O:26]. No catalyst specified. The product is [CH:1]1([C:6]#[C:7][C:25]([O:27][CH3:28])=[O:26])[CH2:5][CH2:4][CH2:3][CH2:2]1. The yield is 0.960.